From a dataset of Reaction yield outcomes from USPTO patents with 853,638 reactions. Predict the reaction yield, written as a fraction of the theoretical maximum amount of product (1.0 means a 100% yield; for example, 0.34 means a 34% yield). The reactants are C(OC([NH:11][C@H:12]1[CH2:16][CH2:15][N:14]([C@H:17]2[CH2:22][CH2:21][C@@H:20]([NH:23][C:24]([CH3:27])([CH3:26])[CH3:25])[CH2:19][C@H:18]2[NH:28][C:29](=[O:37])[O:30][CH2:31][CH2:32][Si:33]([CH3:36])([CH3:35])[CH3:34])[C:13]1=[O:38])=O)C1C=CC=CC=1.[H][H]. The catalyst is CO.[Pd]. The product is [NH2:11][C@H:12]1[CH2:16][CH2:15][N:14]([C@H:17]2[CH2:22][CH2:21][C@@H:20]([NH:23][C:24]([CH3:26])([CH3:27])[CH3:25])[CH2:19][C@H:18]2[NH:28][C:29](=[O:37])[O:30][CH2:31][CH2:32][Si:33]([CH3:34])([CH3:36])[CH3:35])[C:13]1=[O:38]. The yield is 0.990.